Task: Predict the reactants needed to synthesize the given product.. Dataset: Full USPTO retrosynthesis dataset with 1.9M reactions from patents (1976-2016) (1) The reactants are: [N+:1]([C:4]1[CH:9]=[CH:8][C:7]([CH2:10][CH2:11][NH2:12])=[CH:6][CH:5]=1)([O-:3])=[O:2].[C:13](O[C:13]([O:15][C:16]([CH3:19])([CH3:18])[CH3:17])=[O:14])([O:15][C:16]([CH3:19])([CH3:18])[CH3:17])=[O:14]. Given the product [C:16]([O:15][C:13](=[O:14])[NH:12][CH2:11][CH2:10][C:7]1[CH:6]=[CH:5][C:4]([N+:1]([O-:3])=[O:2])=[CH:9][CH:8]=1)([CH3:19])([CH3:18])[CH3:17], predict the reactants needed to synthesize it. (2) Given the product [Cl:18][C:14]1[CH:13]=[C:12]([Cl:19])[C:11]([I:29])=[CH:16][C:15]=1[OH:17], predict the reactants needed to synthesize it. The reactants are: B(F)(F)F.CCOCC.N[C:11]1[C:12]([Cl:19])=[CH:13][C:14]([Cl:18])=[C:15]([OH:17])[CH:16]=1.N(OCCC(C)C)=O.[Na+].[I-:29]. (3) Given the product [CH2:1]([O:3][C:4]([N:6]1[CH2:11][CH2:10][C:9]2[N:24]=[C:14](/[CH:15]=[CH:16]/[C:17]3[CH:22]=[CH:21][CH:20]=[CH:19][CH:18]=3)[O:23][C:8]=2[CH2:7]1)=[O:5])[CH3:2], predict the reactants needed to synthesize it. The reactants are: [CH2:1]([O:3][C:4]([N:6]1[CH2:11][CH2:10][C:9](=O)[CH:8](Br)[CH2:7]1)=[O:5])[CH3:2].[C:14]([NH2:24])(=[O:23])/[CH:15]=[CH:16]/[C:17]1[CH:22]=[CH:21][CH:20]=[CH:19][CH:18]=1. (4) Given the product [Br:1][C:2]1[C:6]2=[N:7][C:8]([C:11]([NH:14][C:15]3[CH:16]=[N:17][CH:18]=[CH:19][C:20]=3[C@@H:21]3[CH2:26][C@H:25]([CH3:27])[CH2:24][C@H:23]([NH:28][C:29](=[O:35])[O:30][C:31]([CH3:34])([CH3:33])[CH3:32])[CH2:22]3)=[O:13])=[CH:9][CH:10]=[C:5]2[O:4][CH:3]=1, predict the reactants needed to synthesize it. The reactants are: [Br:1][C:2]1[C:6]2=[N:7][C:8]([C:11]([OH:13])=O)=[CH:9][CH:10]=[C:5]2[O:4][CH:3]=1.[NH2:14][C:15]1[CH:16]=[N:17][CH:18]=[CH:19][C:20]=1[C@@H:21]1[CH2:26][C@H:25]([CH3:27])[CH2:24][C@H:23]([NH:28][C:29](=[O:35])[O:30][C:31]([CH3:34])([CH3:33])[CH3:32])[CH2:22]1.CN(C(ON1N=NC2C=CC=NC1=2)=[N+](C)C)C.F[P-](F)(F)(F)(F)F.CCN(C(C)C)C(C)C. (5) Given the product [N:31]1([C:27](=[O:29])[CH2:26][C:23]2[CH:24]=[CH:25][C:20]([O:19][CH2:18][CH2:17][C@@H:15]3[CH2:16][C@@H:14]3[CH:11]3[CH2:10][CH2:9][N:8]([C:5]4[N:6]=[CH:7][C:2]([Cl:1])=[CH:3][N:4]=4)[CH2:13][CH2:12]3)=[CH:21][C:22]=2[F:30])[CH2:34][CH2:33][CH2:32]1, predict the reactants needed to synthesize it. The reactants are: [Cl:1][C:2]1[CH:3]=[N:4][C:5]([N:8]2[CH2:13][CH2:12][CH:11]([C@H:14]3[CH2:16][C@H:15]3[CH2:17][CH2:18][O:19][C:20]3[CH:25]=[CH:24][C:23]([CH2:26][C:27]([OH:29])=O)=[C:22]([F:30])[CH:21]=3)[CH2:10][CH2:9]2)=[N:6][CH:7]=1.[NH:31]1[CH2:34][CH2:33][CH2:32]1.C(N(CC)C(C)C)(C)C.CN(C(ON1N=NC2C=CC=NC1=2)=[N+](C)C)C.F[P-](F)(F)(F)(F)F. (6) Given the product [CH:28]12[CH2:37][CH:32]3[CH2:33][CH:34]([CH2:36][CH:30]([CH2:31]3)[CH:29]1[CH2:38][O:39][C:40]1[C:52]([CH:14]3[CH2:6][CH2:5]3)=[CH:51][C:43]([C:44]([O:46][C:47]([CH3:50])([CH3:49])[CH3:48])=[O:45])=[C:42]([F:54])[CH:41]=1)[CH2:35]2, predict the reactants needed to synthesize it. The reactants are: ClC1C(OCC2(C(F)(F)F)CCCCC2)=C[C:5](F)=[C:6]([CH:14]=1)C(OC(C)(C)C)=O.[CH:28]12[CH2:37][CH:32]3[CH2:33][CH:34]([CH2:36][CH:30]([CH2:31]3)[CH:29]1[CH2:38][O:39][C:40]1[C:52](Cl)=[CH:51][C:43]([C:44]([O:46][C:47]([CH3:50])([CH3:49])[CH3:48])=[O:45])=[C:42]([F:54])[CH:41]=1)[CH2:35]2. (7) Given the product [CH3:5][O:6][C:7]([C:9]1[S:10][C:11]([C:15]2[CH:20]=[CH:19][C:18]([C:21]([CH2:24][CH3:25])([C:26]3[CH:31]=[CH:30][C:29]([OH:32])=[C:28]([CH3:40])[CH:27]=3)[CH2:22][CH3:23])=[CH:17][C:16]=2[CH3:41])=[C:12]([CH3:14])[CH:13]=1)=[O:8], predict the reactants needed to synthesize it. The reactants are: C([Mg]Br)C.[CH3:5][O:6][C:7]([C:9]1[S:10][C:11]([C:15]2[CH:20]=[CH:19][C:18]([C:21]([C:26]3[CH:31]=[CH:30][C:29]([O:32][Si](C(C)(C)C)(C)C)=[C:28]([CH3:40])[CH:27]=3)([CH2:24][CH3:25])[CH2:22][CH3:23])=[CH:17][C:16]=2[CH3:41])=[C:12]([CH3:14])[CH:13]=1)=[O:8].[F-].C([N+](CCCC)(CCCC)CCCC)CCC.C1(C)C=CC(S(OC[C@@H]2OC(=O)CC2)(=O)=O)=CC=1.C(=O)([O-])[O-].[K+].[K+]. (8) Given the product [CH2:1]([O:8][C:9]1[CH:10]=[C:11]([C:15]2[N:16]=[CH:17][N:18]([C:36]([N:35]([CH:32]3[CH2:31][CH2:30][N:29]([C:26]4[CH:27]=[CH:28][C:23]([Br:22])=[C:24]([O:40][CH3:41])[CH:25]=4)[CH2:34][CH2:33]3)[CH3:39])=[O:37])[CH:19]=2)[CH:12]=[CH:13][CH:14]=1)[C:2]1[CH:3]=[CH:4][CH:5]=[CH:6][CH:7]=1, predict the reactants needed to synthesize it. The reactants are: [CH2:1]([O:8][C:9]1[CH:10]=[C:11]([C:15]2[N:16]=[CH:17][NH:18][CH:19]=2)[CH:12]=[CH:13][CH:14]=1)[C:2]1[CH:7]=[CH:6][CH:5]=[CH:4][CH:3]=1.[H-].[Na+].[Br:22][C:23]1[CH:28]=[CH:27][C:26]([N:29]2[CH2:34][CH2:33][CH:32]([N:35]([CH3:39])[C:36](Cl)=[O:37])[CH2:31][CH2:30]2)=[CH:25][C:24]=1[O:40][CH3:41]. (9) Given the product [S:6]1[CH:7]=[CH:8][C:4]2[C:3]([OH:11])=[CH:2][CH:10]=[CH:9][C:5]1=2, predict the reactants needed to synthesize it. The reactants are: Br[CH:2]1[CH2:10][CH2:9][C:5]2[S:6][CH:7]=[CH:8][C:4]=2[C:3]1=[O:11].[Li+].[Br-]. (10) Given the product [F:48][CH:2]([F:1])[C:3]1[C:11]2[C:10]([F:12])([F:13])[CH2:9][CH2:8][C:7]([F:14])([F:15])[C:6]=2[N:5]([CH2:16][C:17]([NH:19][C@H:20]([C:30]2[C:35]([C:36]3[CH:37]=[CH:38][C:39]([F:45])=[C:40]([CH:44]=3)[C:41]([NH2:43])=[O:42])=[CH:34][N:33]=[C:32]([NH:46][CH2:47][CH2:51][OH:52])[N:31]=2)[CH2:21][C:22]2[CH:23]=[C:24]([F:29])[CH:25]=[C:26]([F:28])[CH:27]=2)=[O:18])[N:4]=1, predict the reactants needed to synthesize it. The reactants are: [F:1][CH:2]([F:48])[C:3]1[C:11]2[C:10]([F:13])([F:12])[CH2:9][CH2:8][C:7]([F:15])([F:14])[C:6]=2[N:5]([CH2:16][C:17]([NH:19][C@H:20]([C:30]2[C:35]([C:36]3[CH:37]=[CH:38][C:39]([F:45])=[C:40]([CH:44]=3)[C:41]([NH2:43])=[O:42])=[CH:34][N:33]=[C:32]([NH:46][CH3:47])[N:31]=2)[CH2:21][C:22]2[CH:27]=[C:26]([F:28])[CH:25]=[C:24]([F:29])[CH:23]=2)=[O:18])[N:4]=1.NC[CH2:51][OH:52].BrC1C([C@@H](NC(=O)CN2C3C(F)(F)CCC(F)(F)C=3C(C(F)F)=N2)CC2C=C(F)C=C(F)C=2)=NC(S(C)(=O)=O)=NC=1.